Task: Predict the product of the given reaction.. Dataset: Forward reaction prediction with 1.9M reactions from USPTO patents (1976-2016) (1) Given the reactants Br[C:2]1[N:7]=[C:6]([C@:8]2([CH2:19][F:20])[CH2:13][C@@H:12]([C:14]([F:17])([F:16])[F:15])[O:11][C:10]([NH2:18])=[N:9]2)[C:5]([F:21])=[CH:4][CH:3]=1.[C:22]([C:24]1[CH:25]=[CH:26][C:27]([C:30]([NH2:32])=[O:31])=[N:28][CH:29]=1)#[N:23].C(=O)([O-])[O-].[Cs+].[Cs+].C1(P(C2C=CC=CC=2)C2C3OC4C(=CC=CC=4P(C4C=CC=CC=4)C4C=CC=CC=4)C(C)(C)C=3C=CC=2)C=CC=CC=1, predict the reaction product. The product is: [NH2:18][C:10]1[O:11][C@H:12]([C:14]([F:17])([F:16])[F:15])[CH2:13][C@:8]([C:6]2[N:7]=[C:2]([NH:32][C:30](=[O:31])[C:27]3[CH:26]=[CH:25][C:24]([C:22]#[N:23])=[CH:29][N:28]=3)[CH:3]=[CH:4][C:5]=2[F:21])([CH2:19][F:20])[N:9]=1. (2) Given the reactants C(OC([N:8]1[CH2:12][CH2:11][S:10][C@H:9]1[C:13](=[O:32])[NH:14][C:15]1[S:16][CH:17]=[C:18]([C:20]2[CH:25]=[CH:24][C:23]([C:26](=[O:31])[NH:27][CH:28]3[CH2:30][CH2:29]3)=[CH:22][CH:21]=2)[N:19]=1)=O)(C)(C)C, predict the reaction product. The product is: [CH:28]1([NH:27][C:26]([C:23]2[CH:22]=[CH:21][C:20]([C:18]3[N:19]=[C:15]([NH:14][C:13]([C@H:9]4[NH:8][CH2:12][CH2:11][S:10]4)=[O:32])[S:16][CH:17]=3)=[CH:25][CH:24]=2)=[O:31])[CH2:30][CH2:29]1.